From a dataset of Peptide-MHC class I binding affinity with 185,985 pairs from IEDB/IMGT. Regression. Given a peptide amino acid sequence and an MHC pseudo amino acid sequence, predict their binding affinity value. This is MHC class I binding data. The peptide sequence is LARASFIEV. The MHC is HLA-B51:01 with pseudo-sequence HLA-B51:01. The binding affinity (normalized) is 0.498.